Dataset: Forward reaction prediction with 1.9M reactions from USPTO patents (1976-2016). Task: Predict the product of the given reaction. (1) Given the reactants Cl[C:2]1[N:9]=[CH:8][CH:7]=[CH:6][C:3]=1[C:4]#[N:5].[CH3:10][O:11][Na], predict the reaction product. The product is: [CH3:10][O:11][C:2]1[N:9]=[CH:8][CH:7]=[CH:6][C:3]=1[C:4]#[N:5]. (2) The product is: [C:30]([C:31]1[CH:3]=[C:4]([O:21][C:22]([F:23])([F:24])[F:25])[CH:5]=[C:6]2[C:32]=1[O:10][CH:9]([C:12]([F:15])([F:13])[F:14])[C:8]([C:16]([O:18][CH2:19][CH3:20])=[O:17])=[CH:7]2)#[C:29][CH2:33][CH3:34]. Given the reactants IC1[CH:3]=[C:4]([O:21][C:22]([F:25])([F:24])[F:23])[CH:5]=[C:6]2C=1[O:10][CH:9]([C:12]([F:15])([F:14])[F:13])[C:8]([C:16]([O:18][CH2:19][CH3:20])=[O:17])=[CH:7]2.C(Cl)Cl.[CH:29]#[C:30][CH2:31][CH3:32].[C:33]1(C)C=CC=C[CH:34]=1, predict the reaction product. (3) Given the reactants [CH2:1]([O:5][CH2:6][CH2:7][O:8][C:9]1[CH:14]=[CH:13][C:12]([C:15]2[CH:16]=[CH:17][C:18]3[N:24]([CH2:25][CH:26]([CH3:28])[CH3:27])[CH2:23][CH2:22][C:21]([C:29]([NH:31][C:32]4[CH:37]=[CH:36][C:35]([S:38][CH2:39][C:40]5[CH:41]=[N:42][CH:43]=[CH:44][CH:45]=5)=[CH:34][CH:33]=4)=[O:30])=[CH:20][C:19]=3[CH:46]=2)=[CH:11][CH:10]=1)[CH2:2][CH2:3][CH3:4].ClC1C=CC=C(C(OO)=[O:55])C=1.S([O-])([O-])(=O)=S.[Na+].[Na+], predict the reaction product. The product is: [CH2:1]([O:5][CH2:6][CH2:7][O:8][C:9]1[CH:10]=[CH:11][C:12]([C:15]2[CH:16]=[CH:17][C:18]3[N:24]([CH2:25][CH:26]([CH3:27])[CH3:28])[CH2:23][CH2:22][C:21]([C:29]([NH:31][C:32]4[CH:33]=[CH:34][C:35]([S:38]([CH2:39][C:40]5[CH:41]=[N:42][CH:43]=[CH:44][CH:45]=5)=[O:55])=[CH:36][CH:37]=4)=[O:30])=[CH:20][C:19]=3[CH:46]=2)=[CH:13][CH:14]=1)[CH2:2][CH2:3][CH3:4]. (4) Given the reactants [CH3:1][C:2]([C:8]1[CH:9]=[C:10]2[C:15](=[C:16]([C:18]3[CH:19]=[C:20]([C:24]4[CH:25]=[CH:26][C:27](=[O:40])[NH:28][C:29]=4[C:30]4[CH:35]=[CH:34][C:33]([S:36]([CH3:39])(=[O:38])=[O:37])=[CH:32][CH:31]=4)[CH:21]=[CH:22][CH:23]=3)[CH:17]=1)[N:14]=[CH:13][CH:12]=[CH:11]2)([S:4]([CH3:7])(=[O:6])=[O:5])[CH3:3].[H-].[Na+].[CH3:43]I, predict the reaction product. The product is: [CH3:43][N:28]1[C:29]([C:30]2[CH:31]=[CH:32][C:33]([S:36]([CH3:39])(=[O:38])=[O:37])=[CH:34][CH:35]=2)=[C:24]([C:20]2[CH:21]=[CH:22][CH:23]=[C:18]([C:16]3[CH:17]=[C:8]([C:2]([CH3:1])([S:4]([CH3:7])(=[O:6])=[O:5])[CH3:3])[CH:9]=[C:10]4[C:15]=3[N:14]=[CH:13][CH:12]=[CH:11]4)[CH:19]=2)[CH:25]=[CH:26][C:27]1=[O:40]. (5) Given the reactants [C:1]([N:5]1[CH2:10][CH2:9][N:8]([CH2:11][C:12]2[N:13](C3CCCCO3)[C:14]3[C:19]([N:20]=2)=[C:18]([N:21]2[CH2:26][CH2:25][O:24][CH2:23][CH2:22]2)[N:17]=[C:16]([NH:27][C:28]2[C:29]([NH2:34])=[CH:30][CH:31]=[CH:32][CH:33]=2)[N:15]=3)[CH2:7][CH2:6]1)([CH3:4])([CH3:3])[CH3:2].[F:41][C:42]([F:47])([CH3:46])[C:43](O)=O.CN(C)C=O.C(N(CC)C(C)C)(C)C.F[P-](F)(F)(F)(F)F.C[N+](C)=C(N(C)C)ON1C2N=CC=CC=2N=N1.C(O)(=O)C, predict the reaction product. The product is: [C:1]([N:5]1[CH2:10][CH2:9][N:8]([CH2:11][C:12]2[NH:13][C:14]3[C:19]([N:20]=2)=[C:18]([N:21]2[CH2:26][CH2:25][O:24][CH2:23][CH2:22]2)[N:17]=[C:16]([N:27]2[C:28]4[CH:33]=[CH:32][CH:31]=[CH:30][C:29]=4[N:34]=[C:43]2[C:42]([F:47])([F:41])[CH3:46])[N:15]=3)[CH2:7][CH2:6]1)([CH3:2])([CH3:4])[CH3:3]. (6) Given the reactants O[C:2]1[CH:7]=[CH:6][C:5]([O:8][CH3:9])=[CH:4][CH:3]=1.C(N(CC)CC)C.[C:17](Cl)(=[O:24])[C:18]1[CH:23]=[CH:22][CH:21]=[CH:20][CH:19]=1.C(Cl)(Cl)Cl.[OH2:30], predict the reaction product. The product is: [C:17]([O:24][C:2]1[CH:7]=[CH:6][C:5]([O:8][CH3:9])=[CH:4][CH:3]=1)(=[O:30])[C:18]1[CH:23]=[CH:22][CH:21]=[CH:20][CH:19]=1.